The task is: Predict the product of the given reaction.. This data is from Forward reaction prediction with 1.9M reactions from USPTO patents (1976-2016). Given the reactants [H-].[Na+].[CH3:3][O:4][C:5]1[CH:6]=[C:7]([SH:11])[CH:8]=[CH:9][CH:10]=1.[Br:12][C:13]1[C:26]2[C:17](=[N:18][C:19]3[C:24]([C:25]=2Cl)=[CH:23][CH:22]=[CH:21][CH:20]=3)[CH:16]=[CH:15][CH:14]=1, predict the reaction product. The product is: [Br:12][C:13]1[C:26]2[C:17](=[N:18][C:19]3[C:24]([C:25]=2[S:11][C:7]2[CH:8]=[CH:9][CH:10]=[C:5]([O:4][CH3:3])[CH:6]=2)=[CH:23][CH:22]=[CH:21][CH:20]=3)[CH:16]=[CH:15][CH:14]=1.